This data is from Experimentally validated miRNA-target interactions with 360,000+ pairs, plus equal number of negative samples. The task is: Binary Classification. Given a miRNA mature sequence and a target amino acid sequence, predict their likelihood of interaction. (1) The miRNA is hsa-miR-3619-3p with sequence GGGACCAUCCUGCCUGCUGUGG. The protein sequence of the target gene is MAAAAAAAAAAGDSDSWDADTFSMEDPVRKVAGGGTAGGDRWEGEDEDEDVKDNWDDDDDENKEEAEVKPEVKISEKKKIAEKIKEKERQQKKRQEEIKKRLEEPEESKVLTPEEQLADKLRLKKLQEESDLELAKETFGVNNTVYGIDAMNPSSRDDFTEFGKLLKDKITQYEKSLYYASFLEALVRDVCISLEIDDLKKITNSLTVLCSEKQKQEKQSKAKKKKKGVVPGGGLKATMKDDLADYGGYEGGYVQDYEDFM. Result: 0 (no interaction). (2) The miRNA is ssc-miR-204 with sequence UUCCCUUUGUCAUCCUAUGCCU. The protein sequence of the target gene is MAANPSGQGFQNKNRVAILAELDKEKRKLLMQNQSSTSHPGASISLSRPSLTKDFRDHAEQQHIAAQQKAALQHAHAHSSGYFITQDSAFGNLILPVLPRLDPE. Result: 0 (no interaction).